The task is: Predict the reactants needed to synthesize the given product.. This data is from Full USPTO retrosynthesis dataset with 1.9M reactions from patents (1976-2016). Given the product [NH2:1][C:2]1[S:3][C:4]2[CH:10]=[C:9]([CH2:11][OH:12])[CH:8]=[CH:7][C:5]=2[N:6]=1, predict the reactants needed to synthesize it. The reactants are: [NH2:1][C:2]1[S:3][C:4]2[CH:10]=[C:9]([C:11](OCC)=[O:12])[CH:8]=[CH:7][C:5]=2[N:6]=1.[H-].[H-].[H-].[H-].[Li+].[Al+3].O.[OH-].[Na+].